Task: Predict the reactants needed to synthesize the given product.. Dataset: Full USPTO retrosynthesis dataset with 1.9M reactions from patents (1976-2016) (1) Given the product [F:25][C:23]([F:24])([F:26])[C:20]1[CH:19]=[CH:18][C:17]([CH2:16][CH2:15][CH2:14][CH:11]2[CH2:10][CH2:9][NH:8][CH2:13][CH2:12]2)=[CH:22][CH:21]=1, predict the reactants needed to synthesize it. The reactants are: C(OC([N:8]1[CH2:13][CH2:12][CH:11]([CH2:14][CH2:15][CH2:16][C:17]2[CH:22]=[CH:21][C:20]([C:23]([F:26])([F:25])[F:24])=[CH:19][CH:18]=2)[CH2:10][CH2:9]1)=O)(C)(C)C.FC(F)(F)C(O)=O. (2) Given the product [CH3:1][C:2]1([CH3:22])[CH2:11][CH2:10][C:9]([CH3:12])([CH3:13])[C:8]2[CH:7]=[C:6]([CH:14]([CH2:17][CH2:18][CH2:19][CH2:20][CH3:21])[CH2:15][O:16][C:43]3[CH:53]=[CH:52][C:46]([C:47]([O:49][CH2:50][CH3:51])=[O:48])=[CH:45][CH:44]=3)[CH:5]=[CH:4][C:3]1=2, predict the reactants needed to synthesize it. The reactants are: [CH3:1][C:2]1([CH3:22])[CH2:11][CH2:10][C:9]([CH3:13])([CH3:12])[C:8]2[CH:7]=[C:6]([CH:14]([CH2:17][CH2:18][CH2:19][CH2:20][CH3:21])[CH2:15][OH:16])[CH:5]=[CH:4][C:3]1=2.C1(P(C2C=CC=CC=2)C2C=CC=CC=2)C=CC=CC=1.O[C:43]1[CH:53]=[CH:52][C:46]([C:47]([O:49][CH2:50][CH3:51])=[O:48])=[CH:45][CH:44]=1.N(C(OCC)=O)=NC(OCC)=O. (3) Given the product [C:1]([O:5][C:6]([NH:7][C@H:8]([C:10]1[CH:15]=[CH:14][C:13]([C:60]([O:57][CH3:56])=[O:61])=[CH:12][CH:11]=1)[CH3:9])=[O:17])([CH3:4])([CH3:3])[CH3:2], predict the reactants needed to synthesize it. The reactants are: [C:1]([O:5][C:6](=[O:17])[NH:7][C@H:8]([C:10]1[CH:15]=[CH:14][C:13](Br)=[CH:12][CH:11]=1)[CH3:9])([CH3:4])([CH3:3])[CH3:2].C1(P(C2C=CC=CC=2)CCCP(C2C=CC=CC=2)C2C=CC=CC=2)C=CC=CC=1.C(N(CC)CC)C.CN(C)[CH:56]=[O:57].C[CH2:60][O:61]CC. (4) Given the product [Cl:1][C:2]1[N:3]=[CH:4][C:5]2[N:11]([CH3:12])[C:10](=[O:13])[CH:9]([CH2:21][C:22]#[N:24])[CH2:8][N:7]([CH:14]3[CH2:18][CH2:17][CH2:16][CH2:15]3)[C:6]=2[N:19]=1, predict the reactants needed to synthesize it. The reactants are: [Cl:1][C:2]1[N:3]=[CH:4][C:5]2[N:11]([CH3:12])[C:10](=[O:13])[CH2:9][CH2:8][N:7]([CH:14]3[CH2:18][CH2:17][CH2:16][CH2:15]3)[C:6]=2[N:19]=1.[Li+].[CH3:21][CH:22]([N-:24]C(C)C)C. (5) Given the product [CH3:12][CH:13]1[CH2:14][CH2:15][N:16]([C:19]2[C:24]([CH2:25][NH:26][C:8](=[O:10])[CH:7]([C:2]3[CH:3]=[CH:4][CH:5]=[CH:6][N:1]=3)[CH3:11])=[CH:23][CH:22]=[C:21]([C:27]([F:30])([F:28])[F:29])[N:20]=2)[CH2:17][CH2:18]1, predict the reactants needed to synthesize it. The reactants are: [N:1]1[CH:6]=[CH:5][CH:4]=[CH:3][C:2]=1[CH:7]([CH3:11])[C:8]([OH:10])=O.[CH3:12][CH:13]1[CH2:18][CH2:17][N:16]([C:19]2[C:24]([CH2:25][NH2:26])=[CH:23][CH:22]=[C:21]([C:27]([F:30])([F:29])[F:28])[N:20]=2)[CH2:15][CH2:14]1.F[B-](F)(F)F.N1(OC(N(C)C)=[N+](C)C)C2C=CC=CC=2N=N1.C(N(C(C)C)C(C)C)C.